The task is: Regression. Given two drug SMILES strings and cell line genomic features, predict the synergy score measuring deviation from expected non-interaction effect.. This data is from NCI-60 drug combinations with 297,098 pairs across 59 cell lines. (1) Cell line: HOP-62. Synergy scores: CSS=47.6, Synergy_ZIP=1.84, Synergy_Bliss=1.46, Synergy_Loewe=-2.09, Synergy_HSA=0.498. Drug 2: C1=NC2=C(N1)C(=S)N=C(N2)N. Drug 1: C1CCN(CC1)CCOC2=CC=C(C=C2)C(=O)C3=C(SC4=C3C=CC(=C4)O)C5=CC=C(C=C5)O. (2) Drug 1: C1C(C(OC1N2C=C(C(=O)NC2=O)F)CO)O. Drug 2: C1=NC2=C(N=C(N=C2N1C3C(C(C(O3)CO)O)F)Cl)N. Cell line: HL-60(TB). Synergy scores: CSS=30.4, Synergy_ZIP=5.13, Synergy_Bliss=6.05, Synergy_Loewe=-12.9, Synergy_HSA=-5.21. (3) Drug 1: CN(C(=O)NC(C=O)C(C(C(CO)O)O)O)N=O. Drug 2: CC1CCCC2(C(O2)CC(NC(=O)CC(C(C(=O)C(C1O)C)(C)C)O)C(=CC3=CSC(=N3)C)C)C. Cell line: SF-268. Synergy scores: CSS=37.8, Synergy_ZIP=-1.07, Synergy_Bliss=-1.24, Synergy_Loewe=-4.00, Synergy_HSA=0.739. (4) Drug 1: C1=CC(=C2C(=C1NCCNCCO)C(=O)C3=C(C=CC(=C3C2=O)O)O)NCCNCCO. Drug 2: CCCCCOC(=O)NC1=NC(=O)N(C=C1F)C2C(C(C(O2)C)O)O. Cell line: UO-31. Synergy scores: CSS=25.4, Synergy_ZIP=-4.33, Synergy_Bliss=-3.50, Synergy_Loewe=-14.4, Synergy_HSA=-0.562. (5) Drug 1: CN1CCC(CC1)COC2=C(C=C3C(=C2)N=CN=C3NC4=C(C=C(C=C4)Br)F)OC. Drug 2: C1C(C(OC1N2C=NC3=C(N=C(N=C32)Cl)N)CO)O. Cell line: ACHN. Synergy scores: CSS=16.7, Synergy_ZIP=-8.68, Synergy_Bliss=-4.22, Synergy_Loewe=-5.94, Synergy_HSA=-0.929. (6) Drug 1: C#CCC(CC1=CN=C2C(=N1)C(=NC(=N2)N)N)C3=CC=C(C=C3)C(=O)NC(CCC(=O)O)C(=O)O. Drug 2: C(CC(=O)O)C(=O)CN.Cl. Cell line: MDA-MB-231. Synergy scores: CSS=1.69, Synergy_ZIP=-1.46, Synergy_Bliss=-4.31, Synergy_Loewe=-4.69, Synergy_HSA=-4.55. (7) Drug 2: CCN(CC)CCNC(=O)C1=C(NC(=C1C)C=C2C3=C(C=CC(=C3)F)NC2=O)C. Drug 1: C1CCC(CC1)NC(=O)N(CCCl)N=O. Synergy scores: CSS=25.0, Synergy_ZIP=-7.85, Synergy_Bliss=-4.45, Synergy_Loewe=-0.212, Synergy_HSA=-0.447. Cell line: CAKI-1. (8) Synergy scores: CSS=50.6, Synergy_ZIP=-0.634, Synergy_Bliss=-2.86, Synergy_Loewe=-2.49, Synergy_HSA=-3.08. Cell line: DU-145. Drug 2: CC(C)CN1C=NC2=C1C3=CC=CC=C3N=C2N. Drug 1: CC12CCC3C(C1CCC2=O)CC(=C)C4=CC(=O)C=CC34C. (9) Drug 1: CC1C(C(CC(O1)OC2CC(CC3=C2C(=C4C(=C3O)C(=O)C5=C(C4=O)C(=CC=C5)OC)O)(C(=O)C)O)N)O.Cl. Drug 2: B(C(CC(C)C)NC(=O)C(CC1=CC=CC=C1)NC(=O)C2=NC=CN=C2)(O)O. Cell line: DU-145. Synergy scores: CSS=13.0, Synergy_ZIP=-4.35, Synergy_Bliss=0.540, Synergy_Loewe=1.05, Synergy_HSA=1.30. (10) Synergy scores: CSS=22.1, Synergy_ZIP=-0.942, Synergy_Bliss=-2.74, Synergy_Loewe=-33.2, Synergy_HSA=-3.08. Cell line: SNB-19. Drug 2: B(C(CC(C)C)NC(=O)C(CC1=CC=CC=C1)NC(=O)C2=NC=CN=C2)(O)O. Drug 1: CN1C(=O)N2C=NC(=C2N=N1)C(=O)N.